From a dataset of Catalyst prediction with 721,799 reactions and 888 catalyst types from USPTO. Predict which catalyst facilitates the given reaction. (1) Reactant: [C:1]1([C:7]#[C:8][C:9]2[CH:10]=[CH:11][C:12]3[N:16]=[C:15]([NH2:17])[N:14]([C@H:18]([CH3:23])[C:19]([CH3:22])([CH3:21])[CH3:20])[C:13]=3[CH:24]=2)[CH:6]=[CH:5][CH:4]=[CH:3][CH:2]=1.C(N(CC)CC)C.[C:32](OC(=O)C)(=[O:34])[CH3:33]. Product: [C:1]1([C:7]#[C:8][C:9]2[CH:10]=[CH:11][C:12]3[N:16]=[C:15]([NH:17][C:32](=[O:34])[CH3:33])[N:14]([C@H:18]([CH3:23])[C:19]([CH3:20])([CH3:22])[CH3:21])[C:13]=3[CH:24]=2)[CH:2]=[CH:3][CH:4]=[CH:5][CH:6]=1. The catalyst class is: 4. (2) Reactant: [Br:1][C:2]1[CH:22]=[CH:21][CH:20]=[CH:19][C:3]=1[CH2:4][CH2:5][NH:6][C:7](=O)[C:8]1[CH:13]=[CH:12][C:11]([C:14]([F:17])([F:16])[F:15])=[CH:10][CH:9]=1.O=P12OP3(OP(OP(O3)(O1)=O)(=O)O2)=O. Product: [Br:1][C:2]1[CH:22]=[CH:21][CH:20]=[C:19]2[C:3]=1[CH2:4][CH2:5][N:6]=[C:7]2[C:8]1[CH:13]=[CH:12][C:11]([C:14]([F:17])([F:16])[F:15])=[CH:10][CH:9]=1. The catalyst class is: 11. (3) Reactant: [CH3:1][O:2][C:3]1[CH:8]=[CH:7][C:6]([NH:9][C:10](=O)[CH2:11][N:12]2[CH2:17][CH2:16][N:15]([C:18]3[CH:23]=[CH:22][C:21]([O:24][CH3:25])=[C:20]([C:26]([F:29])([F:28])[F:27])[CH:19]=3)[CH2:14][CH2:13]2)=[C:5]([N+:31]([O-])=O)[CH:4]=1.B.O1CCCC1. Product: [NH2:31][C:5]1[CH:4]=[C:3]([O:2][CH3:1])[CH:8]=[CH:7][C:6]=1[NH:9][CH2:10][CH2:11][N:12]1[CH2:17][CH2:16][N:15]([C:18]2[CH:23]=[CH:22][C:21]([O:24][CH3:25])=[C:20]([C:26]([F:28])([F:27])[F:29])[CH:19]=2)[CH2:14][CH2:13]1. The catalyst class is: 7. (4) The catalyst class is: 81. Product: [C:1]([O:5][C:6](=[O:14])[NH:7][C:8]1[C:12]([CH3:15])=[C:11]([CH3:13])[O:10][N:9]=1)([CH3:4])([CH3:3])[CH3:2]. Reactant: [C:1]([O:5][C:6](=[O:14])[NH:7][C:8]1[CH:12]=[C:11]([CH3:13])[O:10][N:9]=1)([CH3:4])([CH3:3])[CH3:2].[CH3:15]N(C)CCN(C)C.C([Li])CCC.CI. (5) The catalyst class is: 5. Reactant: [Cl:1][C:2]1[CH:7]=[C:6]([Cl:8])[CH:5]=[C:4]([Cl:9])[C:3]=1[CH2:10][C:11](=O)[CH3:12].Cl.[CH3:15][O:16][NH2:17].O.[OH-].[Na+]. Product: [CH3:15][O:16][N:17]=[C:11]([CH3:12])[CH2:10][C:3]1[C:2]([Cl:1])=[CH:7][C:6]([Cl:8])=[CH:5][C:4]=1[Cl:9]. (6) Reactant: Cl.[CH3:2][C:3]([CH3:13])([CH3:12])[CH2:4][CH2:5][N:6]1[CH2:11][CH2:10][NH:9][CH2:8][CH2:7]1.C(=O)([O-])[O-].[K+].[K+].[I-].[K+].[CH2:22]([O:24][C:25](=[O:39])[C:26]1[CH:31]=[CH:30][C:29]([O:32][CH2:33][CH2:34][CH2:35][CH2:36]Br)=[C:28]([F:38])[CH:27]=1)[CH3:23]. Product: [CH2:22]([O:24][C:25](=[O:39])[C:26]1[CH:31]=[CH:30][C:29]([O:32][CH2:33][CH2:34][CH2:35][CH2:36][N:9]2[CH2:8][CH2:7][N:6]([CH2:5][CH2:4][C:3]([CH3:13])([CH3:12])[CH3:2])[CH2:11][CH2:10]2)=[C:28]([F:38])[CH:27]=1)[CH3:23]. The catalyst class is: 21.